Task: Predict the product of the given reaction.. Dataset: Forward reaction prediction with 1.9M reactions from USPTO patents (1976-2016) (1) Given the reactants [Cl:1][C:2]1[CH:3]=[C:4]([CH:6]=[CH:7][CH:8]=1)[NH2:5].[N-:9]([C:12]#[N:13])[C:10]#[N:11].[Na+], predict the reaction product. The product is: [C:10]([N:9]=[C:12]([NH2:13])[NH:5][C:4]1[CH:6]=[CH:7][CH:8]=[C:2]([Cl:1])[CH:3]=1)#[N:11]. (2) Given the reactants FC(F)(F)S([O:6][Si:7]([C:10]([CH3:13])([CH3:12])[CH3:11])([CH3:9])[CH3:8])(=O)=O.[Cl:16][C:17]1[C:22]([C:23]([N:25]2[CH2:29][CH:28]([N:30]3[CH2:35][CH2:34][N:33]([CH3:36])[CH2:32][CH2:31]3)[CH:27](O)[CH2:26]2)=[O:24])=[CH:21][C:20]([C:38]#[N:39])=[CH:19][C:18]=1[NH:40][C:41](=[O:47])[O:42][C:43]([CH3:46])([CH3:45])[CH3:44].N1C=CN=C1, predict the reaction product. The product is: [Si:7]([O:6][CH:27]1[CH:28]([N:30]2[CH2:31][CH2:32][N:33]([CH3:36])[CH2:34][CH2:35]2)[CH2:29][N:25]([C:23]([C:22]2[C:17]([Cl:16])=[C:18]([NH:40][C:41](=[O:47])[O:42][C:43]([CH3:44])([CH3:45])[CH3:46])[CH:19]=[C:20]([C:38]#[N:39])[CH:21]=2)=[O:24])[CH2:26]1)([C:10]([CH3:13])([CH3:12])[CH3:11])([CH3:9])[CH3:8]. (3) Given the reactants Br[C:2]1[CH:7]=[CH:6][N:5]=[CH:4][C:3]=1[CH2:8][OH:9].C([Li])CCC.[C:15]([C:17]1[CH:18]=[C:19]([CH:22]=[CH:23][CH:24]=1)[CH:20]=[O:21])#[N:16], predict the reaction product. The product is: [OH:21][CH:20]([C:2]1[CH:7]=[CH:6][N:5]=[CH:4][C:3]=1[CH2:8][OH:9])[C:19]1[CH:18]=[C:17]([CH:24]=[CH:23][CH:22]=1)[C:15]#[N:16]. (4) Given the reactants C([O:8][N:9]1[C:15](=[O:16])[N:14]2[CH2:17][C@H:10]1[CH2:11][CH2:12][C@H:13]2[C:18]([NH:20][O:21][CH2:22][CH:23]1[O:28][CH2:27][CH2:26][N:25]([C:29]([O:31][C:32]([CH3:35])([CH3:34])[CH3:33])=[O:30])[CH2:24]1)=[O:19])C1C=CC=CC=1, predict the reaction product. The product is: [OH:8][N:9]1[C:15](=[O:16])[N:14]2[CH2:17][C@H:10]1[CH2:11][CH2:12][C@H:13]2[C:18]([NH:20][O:21][CH2:22][CH:23]1[O:28][CH2:27][CH2:26][N:25]([C:29]([O:31][C:32]([CH3:35])([CH3:34])[CH3:33])=[O:30])[CH2:24]1)=[O:19]. (5) Given the reactants [CH3:1][O:2][C:3]1[CH:18]=[C:17]([N+:19]([O-])=O)[CH:16]=[CH:15][C:4]=1[O:5][CH2:6][CH2:7][N:8]1[CH2:13][CH2:12][CH:11]([CH3:14])[CH2:10][CH2:9]1, predict the reaction product. The product is: [CH3:1][O:2][C:3]1[CH:18]=[C:17]([NH2:19])[CH:16]=[CH:15][C:4]=1[O:5][CH2:6][CH2:7][N:8]1[CH2:13][CH2:12][CH:11]([CH3:14])[CH2:10][CH2:9]1.